From a dataset of Forward reaction prediction with 1.9M reactions from USPTO patents (1976-2016). Predict the product of the given reaction. (1) The product is: [O:1]=[C:2]1[N:7]([CH2:43][C:42]([F:46])([F:45])[F:41])[CH:6]=[N:5][C:4]2[O:8][C:9]([C:17]3[CH:22]=[CH:21][C:20]([C:23]4([NH:27][C:28](=[O:34])[O:29][C:30]([CH3:31])([CH3:33])[CH3:32])[CH2:24][CH2:25][CH2:26]4)=[CH:19][CH:18]=3)=[C:10]([C:11]3[CH:12]=[CH:13][CH:14]=[CH:15][CH:16]=3)[C:3]1=2. Given the reactants [O:1]=[C:2]1[NH:7][CH:6]=[N:5][C:4]2[O:8][C:9]([C:17]3[CH:22]=[CH:21][C:20]([C:23]4([NH:27][C:28](=[O:34])[O:29][C:30]([CH3:33])([CH3:32])[CH3:31])[CH2:26][CH2:25][CH2:24]4)=[CH:19][CH:18]=3)=[C:10]([C:11]3[CH:16]=[CH:15][CH:14]=[CH:13][CH:12]=3)[C:3]1=2.C([O-])([O-])=O.[K+].[K+].[F:41][C:42]([F:46])([F:45])[CH2:43]I, predict the reaction product. (2) The product is: [C:1]([O:5][C:6]([N:8]1[CH2:16][C:15]2[C:10](=[CH:11][C:12]([CH:20]3[CH2:21][CH2:22][O:23][CH2:24][CH2:25]3)=[C:13]([CH:17]3[CH2:19][CH2:18]3)[CH:14]=2)[CH2:9]1)=[O:7])([CH3:4])([CH3:2])[CH3:3]. Given the reactants [C:1]([O:5][C:6]([N:8]1[CH2:16][C:15]2[C:10](=[CH:11][C:12]([C:20]3[CH2:21][CH2:22][O:23][CH2:24][CH:25]=3)=[C:13]([CH:17]3[CH2:19][CH2:18]3)[CH:14]=2)[CH2:9]1)=[O:7])([CH3:4])([CH3:3])[CH3:2].C([O-])=O.[NH4+], predict the reaction product. (3) Given the reactants [CH:1]([N:14]1[CH2:17][CH:16](I)[CH2:15]1)([C:8]1[CH:13]=[CH:12][CH:11]=[CH:10][CH:9]=1)[C:2]1[CH:7]=[CH:6][CH:5]=[CH:4][CH:3]=1.CN(P(N(C)C)(N(C)C)=O)C.[C:30]([N:38]1[CH2:43][CH2:42][C:41](=[O:44])[CH2:40][CH2:39]1)(=[O:37])[C:31]1[CH:36]=[CH:35][CH:34]=[CH:33][CH:32]=1.[NH4+].[Cl-], predict the reaction product. The product is: [CH:1]([N:14]1[CH2:17][CH:16]([C:41]2([OH:44])[CH2:40][CH2:39][N:38]([C:30]([C:31]3[CH:36]=[CH:35][CH:34]=[CH:33][CH:32]=3)=[O:37])[CH2:43][CH2:42]2)[CH2:15]1)([C:8]1[CH:13]=[CH:12][CH:11]=[CH:10][CH:9]=1)[C:2]1[CH:7]=[CH:6][CH:5]=[CH:4][CH:3]=1. (4) The product is: [C:10]([Si:7]([CH3:9])([CH3:8])[O:6][C:5]1[CH:14]=[CH:15][C:2]([CH:28]([C:27]2[CH:30]=[C:31]([O:33][CH3:34])[CH:32]=[C:25]([O:24][CH3:23])[CH:26]=2)[OH:29])=[CH:3][C:4]=1[O:16][CH3:17])([CH3:13])([CH3:12])[CH3:11]. Given the reactants Br[C:2]1[CH:15]=[CH:14][C:5]([O:6][Si:7]([C:10]([CH3:13])([CH3:12])[CH3:11])([CH3:9])[CH3:8])=[C:4]([O:16][CH3:17])[CH:3]=1.C([Li])CCC.[CH3:23][O:24][C:25]1[CH:26]=[C:27]([CH:30]=[C:31]([O:33][CH3:34])[CH:32]=1)[CH:28]=[O:29].COC1C=C(C(C2C=CC=C(OC)C=2)=CC#N)C=C(OC)C=1, predict the reaction product. (5) Given the reactants Cl.Cl.[NH2:3][C:4]1[CH:5]=[C:6]([CH3:35])[C:7]([O:10][C:11]2[CH:16]=[C:15]([O:17][CH2:18][CH2:19][O:20][CH3:21])[CH:14]=[CH:13][C:12]=2/[CH:22]=[CH:23]/[C:24]([NH:26][S:27]([CH2:30][CH2:31][CH2:32][CH2:33][CH3:34])(=[O:29])=[O:28])=[O:25])=[N:8][CH:9]=1.[C:36](OC(=O)C)(=[O:38])[CH3:37], predict the reaction product. The product is: [C:36]([NH:3][C:4]1[CH:5]=[C:6]([CH3:35])[C:7]([O:10][C:11]2[CH:16]=[C:15]([O:17][CH2:18][CH2:19][O:20][CH3:21])[CH:14]=[CH:13][C:12]=2/[CH:22]=[CH:23]/[C:24]([NH:26][S:27]([CH2:30][CH2:31][CH2:32][CH2:33][CH3:34])(=[O:29])=[O:28])=[O:25])=[N:8][CH:9]=1)(=[O:38])[CH3:37]. (6) Given the reactants [CH3:1][C:2]1[CH:7]=[CH:6][N:5]=[CH:4][C:3]=1[NH2:8].[Cl:9][CH2:10][C:11]([N:14]=[C:15]=[O:16])([CH3:13])[CH3:12].CO, predict the reaction product. The product is: [Cl:9][CH2:10][C:11]([NH:14][C:15]([NH:8][C:3]1[CH:4]=[N:5][CH:6]=[CH:7][C:2]=1[CH3:1])=[O:16])([CH3:13])[CH3:12].